From a dataset of Reaction yield outcomes from USPTO patents with 853,638 reactions. Predict the reaction yield, written as a fraction of the theoretical maximum amount of product (1.0 means a 100% yield; for example, 0.34 means a 34% yield). (1) The reactants are [CH3:1][O:2][C:3]1[CH:17]=[CH:16][C:6]([CH2:7][C:8]2[O:9][CH:10]=[C:11]([C:13]([OH:15])=O)[N:12]=2)=[CH:5][CH:4]=1.[CH3:18][O:19][C:20]1[CH:21]=[C:22]([C:28]2([CH2:33][NH:34]C(C3N=C(CC4C=CC(OC)=CC=4)SC=3)=O)[CH2:32][CH2:31][CH2:30][CH2:29]2)[CH:23]=[CH:24][C:25]=1[O:26][CH3:27]. No catalyst specified. The product is [CH3:18][O:19][C:20]1[CH:21]=[C:22]([C:28]2([CH2:33][NH:34][C:13]([C:11]3[N:12]=[C:8]([CH2:7][C:6]4[CH:5]=[CH:4][C:3]([O:2][CH3:1])=[CH:17][CH:16]=4)[O:9][CH:10]=3)=[O:15])[CH2:29][CH2:30][CH2:31][CH2:32]2)[CH:23]=[CH:24][C:25]=1[O:26][CH3:27]. The yield is 0.660. (2) The reactants are I[CH2:2][C@@H:3]([CH3:16])[CH2:4][N:5]1[C:10]2[CH:11]=[CH:12][CH:13]=[CH:14][C:9]=2[O:8][CH2:7][C:6]1=[O:15].[CH2:17]([CH:22]1[CH2:28][CH:27]2[NH:29][CH:24]([CH2:25][CH2:26]2)[CH2:23]1)[CH2:18][CH2:19][CH2:20][CH3:21]. The catalyst is CCN(CC)CC. The product is [CH3:16][C@H:3]([CH2:2][N:29]1[CH:24]2[CH2:25][CH2:26][CH:27]1[CH2:28][CH:22]([CH2:17][CH2:18][CH2:19][CH2:20][CH3:21])[CH2:23]2)[CH2:4][N:5]1[C:10]2[CH:11]=[CH:12][CH:13]=[CH:14][C:9]=2[O:8][CH2:7][C:6]1=[O:15]. The yield is 0.630. (3) The reactants are [C:1]([C:5]1[CH:22]=[CH:21][C:8]([C:9]([NH:11][CH2:12][CH2:13][C:14]2[CH:19]=[CH:18][C:17]([F:20])=[CH:16][CH:15]=2)=O)=[C:7]([Cl:23])[CH:6]=1)([CH3:4])([CH3:3])[CH3:2].Cl.[OH-].[Na+]. The product is [C:1]([C:5]1[CH:22]=[CH:21][C:8]([CH2:9][NH:11][CH2:12][CH2:13][C:14]2[CH:15]=[CH:16][C:17]([F:20])=[CH:18][CH:19]=2)=[C:7]([Cl:23])[CH:6]=1)([CH3:4])([CH3:2])[CH3:3]. The yield is 0.670. The catalyst is C1COCC1. (4) The reactants are [CH2:1]([C:3]1[CH:10]=[C:9]([OH:11])[CH:8]=[C:7]([OH:12])[C:4]=1[CH:5]=[O:6])[CH3:2].[O:13]1[CH:18]=[CH:17][CH2:16][CH2:15][CH2:14]1. The catalyst is ClCCl. The product is [CH2:1]([C:3]1[CH:10]=[C:9]([O:11][CH:14]2[CH2:15][CH2:16][CH2:17][CH2:18][O:13]2)[CH:8]=[C:7]([OH:12])[C:4]=1[CH:5]=[O:6])[CH3:2]. The yield is 1.00. (5) The reactants are [CH3:1][C:2]1([CH3:22])[C:14]2[C:6]([N:7]=[C:8]3[C:13]=2[CH:12]=[CH:11][CH:10]=[CH:9]3)=[CH:5][C:4]2[CH:15]=[C:16]3[C:21]([C:3]1=2)=[CH:20][CH2:19][CH:18]=[CH:17]3.I[C:24]1[CH:29]=[CH:28][CH:27]=[CH:26][CH:25]=1.S(=O)(O)[O-].[Na+].C(C1C=C(C(C)(C)C)C=C(C(O)=O)C=1O)(C)(C)C.C(=O)([O-])[O-].[K+].[K+]. The catalyst is [Cu].C(C1C=CC=CC=1)CCCCCCCCCCC. The product is [CH3:1][C:2]1([CH3:22])[C:14]2[C:6]([N:7]=[C:8]3[C:13]=2[CH:12]=[CH:11][CH:10]=[CH:9]3)=[CH:5][C:4]2[CH:15]=[C:16]3[C:21]([C:3]1=2)=[CH:20][CH:19]([C:24]1[CH:29]=[CH:28][CH:27]=[CH:26][CH:25]=1)[CH:18]=[CH:17]3. The yield is 0.883. (6) The reactants are [CH3:1][C:2]1[NH:3][C:4]2[C:9]([CH:10]=1)=[CH:8][C:7]([N+:11]([O-:13])=[O:12])=[CH:6][CH:5]=2.[OH-].[Na+].Cl[C:17]([O:19][C:20]1[CH:25]=[CH:24][C:23]([N+:26]([O-:28])=[O:27])=[CH:22][CH:21]=1)=[O:18]. The catalyst is [Br-].C([N+](CCCC)(CCCC)CCCC)CCC.ClCCl. The product is [CH3:1][C:2]1[N:3]([C:17]([O:19][C:20]2[CH:21]=[CH:22][C:23]([N+:26]([O-:28])=[O:27])=[CH:24][CH:25]=2)=[O:18])[C:4]2[C:9]([CH:10]=1)=[CH:8][C:7]([N+:11]([O-:13])=[O:12])=[CH:6][CH:5]=2. The yield is 0.960. (7) The reactants are I[CH3:2].[Cl:3][C:4]1[C:13]2[C:8](=[CH:9][C:10]([CH2:15][NH:16][C:17]3[CH:24]=[CH:23][C:20]([C:21]#[N:22])=[CH:19][CH:18]=3)=[C:11]([CH3:14])[CH:12]=2)[N:7]=[C:6]([CH3:25])[CH:5]=1. The catalyst is CN(C)C=O. The product is [Cl:3][C:4]1[C:13]2[C:8](=[CH:9][C:10]([CH2:15][N:16]([CH3:2])[C:17]3[CH:24]=[CH:23][C:20]([C:21]#[N:22])=[CH:19][CH:18]=3)=[C:11]([CH3:14])[CH:12]=2)[N:7]=[C:6]([CH3:25])[CH:5]=1. The yield is 0.860.